Dataset: Forward reaction prediction with 1.9M reactions from USPTO patents (1976-2016). Task: Predict the product of the given reaction. (1) Given the reactants [I:1][C:2]1[CH:8]=[CH:7][C:5]([NH2:6])=[C:4]([CH3:9])[CH:3]=1.[CH2:10]([O:13][CH2:14][CH2:15]Cl)[CH2:11]Cl.[NH4+].[Br-].[OH-].[Na+], predict the reaction product. The product is: [I:1][C:2]1[CH:8]=[CH:7][C:5]([N:6]2[CH2:15][CH2:14][O:13][CH2:10][CH2:11]2)=[C:4]([CH3:9])[CH:3]=1. (2) The product is: [C:24]([O:28][C:29]([N:31]1[CH2:36][CH2:35][CH:34]([CH:37]([NH:42][C:15](=[O:16])[C:14]2[CH:13]=[CH:12][C:11]([C:9]3[O:10][C:6]4[C:5]([CH:21]([CH3:23])[CH3:22])=[CH:4][C:3]([C:1]#[N:2])=[CH:20][C:7]=4[N:8]=3)=[CH:19][CH:18]=2)[C:38]([O:40][CH3:41])=[O:39])[CH2:33][CH2:32]1)=[O:30])([CH3:27])([CH3:26])[CH3:25]. Given the reactants [C:1]([C:3]1[CH:4]=[C:5]([CH:21]([CH3:23])[CH3:22])[C:6]2[O:10][C:9]([C:11]3[CH:19]=[CH:18][C:14]([C:15](O)=[O:16])=[CH:13][CH:12]=3)=[N:8][C:7]=2[CH:20]=1)#[N:2].[C:24]([O:28][C:29]([N:31]1[CH2:36][CH2:35][CH:34]([CH:37]([NH2:42])[C:38]([O:40][CH3:41])=[O:39])[CH2:33][CH2:32]1)=[O:30])([CH3:27])([CH3:26])[CH3:25].F[P-](F)(F)(F)(F)F.Br[P+](N1CCCC1)(N1CCCC1)N1CCCC1.C(N(CC)C(C)C)(C)C, predict the reaction product.